This data is from Forward reaction prediction with 1.9M reactions from USPTO patents (1976-2016). The task is: Predict the product of the given reaction. (1) The product is: [C:55]1([CH:36]([C:30]2[CH:31]=[CH:32][CH:33]=[CH:34][CH:35]=2)[CH2:37][CH2:38][N:39]([CH2:40][CH2:41][CH:42]2[CH2:47][CH2:46][N:45]([C:48]([O:50][C:51]([CH3:54])([CH3:53])[CH3:52])=[O:49])[CH2:44][CH2:43]2)[C:6]([NH:13][C:14]2[S:15][CH:16]=[C:17]([C:19]3[CH:24]=[CH:23][C:22]([NH:25][S:26]([CH3:29])(=[O:28])=[O:27])=[CH:21][CH:20]=3)[N:18]=2)=[O:7])[CH:56]=[CH:57][CH:58]=[CH:59][CH:60]=1. Given the reactants C1N=CN([C:6](N2C=NC=C2)=[O:7])C=1.[NH2:13][C:14]1[S:15][CH:16]=[C:17]([C:19]2[CH:24]=[CH:23][C:22]([NH:25][S:26]([CH3:29])(=[O:28])=[O:27])=[CH:21][CH:20]=2)[N:18]=1.[C:30]1([CH:36]([C:55]2[CH:60]=[CH:59][CH:58]=[CH:57][CH:56]=2)[CH2:37][CH2:38][NH:39][CH2:40][CH2:41][CH:42]2[CH2:47][CH2:46][N:45]([C:48]([O:50][C:51]([CH3:54])([CH3:53])[CH3:52])=[O:49])[CH2:44][CH2:43]2)[CH:35]=[CH:34][CH:33]=[CH:32][CH:31]=1, predict the reaction product. (2) Given the reactants [CH:1]1[C:10]2[C:5](=[CH:6][CH:7]=[CH:8][CH:9]=2)[CH:4]=[CH:3][CH:2]=1.[S:11](=[O:15])(=[O:14])([OH:13])O, predict the reaction product. The product is: [C:9]1([S:11]([OH:15])(=[O:14])=[O:13])[C:10]2[CH:1]=[CH:2][CH:3]=[C:4]([S:11]([OH:13])(=[O:15])=[O:14])[C:5]=2[CH:6]=[C:7]([S:11]([OH:13])(=[O:15])=[O:14])[CH:8]=1. (3) Given the reactants C([O:8][C:9]1[C:10]([O:37][CH3:38])=[N:11][C:12]2[C:17]([C:18]=1[Cl:19])=[CH:16][C:15]([C:20]([C:30]1[N:34]([CH3:35])[C:33]([CH3:36])=[N:32][CH:31]=1)([C:22]1[C:23]([CH3:29])=[N:24][N:25]([CH3:28])[C:26]=1[CH3:27])[OH:21])=[CH:14][CH:13]=2)C1C=CC=CC=1, predict the reaction product. The product is: [Cl:19][C:18]1[C:17]2[C:12](=[CH:13][CH:14]=[C:15]([C:20]([C:30]3[N:34]([CH3:35])[C:33]([CH3:36])=[N:32][CH:31]=3)([OH:21])[C:22]3[C:23]([CH3:29])=[N:24][N:25]([CH3:28])[C:26]=3[CH3:27])[CH:16]=2)[N:11]=[C:10]([O:37][CH3:38])[C:9]=1[OH:8].